This data is from Full USPTO retrosynthesis dataset with 1.9M reactions from patents (1976-2016). The task is: Predict the reactants needed to synthesize the given product. Given the product [N:6]1[CH:7]=[CH:8][C:3]([C:18]2[CH:19]=[C:14]([CH:15]=[CH:16][CH:17]=2)[C:12]([O:11][CH2:9][CH3:10])=[O:13])=[CH:4][CH:5]=1, predict the reactants needed to synthesize it. The reactants are: Cl.Br[C:3]1[CH:8]=[CH:7][N:6]=[CH:5][CH:4]=1.[CH2:9]([O:11][C:12]([C:14]1[CH:15]=[C:16](B(O)O)[CH:17]=[CH:18][CH:19]=1)=[O:13])[CH3:10].